From a dataset of Forward reaction prediction with 1.9M reactions from USPTO patents (1976-2016). Predict the product of the given reaction. (1) The product is: [Cl:32][C:33]1[CH:34]=[C:35]2[C:39](=[CH:40][CH:41]=1)[N:38]([CH2:42][C:43]([O:45][CH3:46])=[O:44])[C:37]([CH3:2])=[C:36]2[CH2:47][C:48]1[CH:53]=[CH:52][C:51](=[O:54])[N:50]([CH2:59][C:58]2[CH:61]=[C:62]([F:66])[C:63]([F:65])=[CH:64][C:57]=2[F:56])[CH:49]=1. Given the reactants F[C:2]1C=CC=C(F)C=1CN1C(=O)C=CC(CC2C3C(=CC=CC=3)N(CC(O)=O)C=2C)=C1.[Cl:32][C:33]1[CH:34]=[C:35]2[C:39](=[CH:40][CH:41]=1)[N:38]([CH2:42][C:43]([O:45][CH3:46])=[O:44])[CH:37]=[C:36]2[CH2:47][C:48]1[CH:49]=[N:50][C:51]([O:54]C)=[CH:52][CH:53]=1.[F:56][C:57]1[CH:64]=[C:63]([F:65])[C:62]([F:66])=[CH:61][C:58]=1[CH2:59]Br.[Na+].[I-], predict the reaction product. (2) The product is: [CH3:7][O:8][C:9]1[C:10]([CH2:18][CH:19]([C:21]2[CH:26]=[CH:25][CH:24]=[CH:23][CH:22]=2)[CH3:20])=[C:11]([CH2:12][OH:13])[CH:15]=[CH:16][CH:17]=1. Given the reactants [H-].[H-].[H-].[H-].[Li+].[Al+3].[CH3:7][O:8][C:9]1[C:10]([CH2:18][CH:19]([C:21]2[CH:26]=[CH:25][CH:24]=[CH:23][CH:22]=2)[CH3:20])=[C:11]([CH:15]=[CH:16][CH:17]=1)[C:12](O)=[O:13].OS(O)(=O)=O, predict the reaction product. (3) Given the reactants C([O-])(=O)/C=C/C([O-])=O.[NH2:9][C:10]1[C:38]([Cl:39])=[CH:37][C:13]([C:14]([NH:16][CH:17]2[CH2:22][CH2:21][N:20]([CH2:23][CH:24]3[CH2:29][CH2:28][N:27]([C:30]([C@@H:32]4[CH2:36][CH2:35][CH2:34][O:33]4)=[O:31])[CH2:26][CH2:25]3)[CH2:19][CH2:18]2)=[O:15])=[C:12]([O:40][CH3:41])[CH:11]=1, predict the reaction product. The product is: [NH2:9][C:10]1[C:38]([Cl:39])=[CH:37][C:13]([C:14]([NH:16][CH:17]2[CH2:18][CH2:19][N:20]([CH2:23][CH:24]3[CH2:25][CH2:26][N:27]([C:30]([C@H:32]4[CH2:36][CH2:35][CH2:34][O:33]4)=[O:31])[CH2:28][CH2:29]3)[CH2:21][CH2:22]2)=[O:15])=[C:12]([O:40][CH3:41])[CH:11]=1. (4) The product is: [C:1]([OH:20])(=[O:17])[CH2:2][CH2:3][CH2:4][CH2:5][CH2:6][CH2:7][CH2:8][CH2:9][CH2:10][CH2:11][CH2:12][CH2:13][CH2:14][C:15]#[CH:16]. Given the reactants [CH2:1]([OH:17])[CH2:2][CH2:3][CH2:4][CH2:5][CH2:6][CH2:7][CH2:8][CH2:9][CH2:10][CH2:11][CH2:12][CH2:13][CH2:14][C:15]#[CH:16].CC(C)=[O:20].OS(O)(=O)=O.O=[Cr](=O)=O.CC(O)C, predict the reaction product.